Task: Predict the product of the given reaction.. Dataset: Forward reaction prediction with 1.9M reactions from USPTO patents (1976-2016) (1) Given the reactants Cl[C:2]1[N:7]=[C:6]([NH:8][C:9]2[CH:10]=[C:11]([CH:16]=[CH:17][CH:18]=2)[C:12]([NH:14][CH3:15])=[O:13])[C:5]([C:19]#[N:20])=[CH:4][N:3]=1.Cl[C:22]1[C:27]([C:28]#[N:29])=[CH:26][N:25]=[C:24]([NH:30][C:31]2[CH:32]=[C:33]([CH:38]=[CH:39][CH:40]=2)[C:34]([NH:36][CH3:37])=[O:35])[N:23]=1.Cl.[F:42][C:43]1[CH:53]=[CH:52][C:46]([O:47][CH:48]2[CH2:51][NH:50][CH2:49]2)=[CH:45][CH:44]=1.C(N(CC)C(C)C)(C)C, predict the reaction product. The product is: [C:28]([C:27]1[C:22]([N:50]2[CH2:51][CH:48]([O:47][C:46]3[CH:45]=[CH:44][C:43]([F:42])=[CH:53][CH:52]=3)[CH2:49]2)=[N:23][C:24]([NH:30][C:31]2[CH:32]=[C:33]([CH:38]=[CH:39][CH:40]=2)[C:34]([NH:36][CH3:37])=[O:35])=[N:25][CH:26]=1)#[N:29].[C:19]([C:5]1[C:6]([NH:8][C:9]2[CH:10]=[C:11]([CH:16]=[CH:17][CH:18]=2)[C:12]([NH:14][CH3:15])=[O:13])=[N:7][C:2]([N:50]2[CH2:51][CH:48]([O:47][C:46]3[CH:45]=[CH:44][C:43]([F:42])=[CH:53][CH:52]=3)[CH2:49]2)=[N:3][CH:4]=1)#[N:20]. (2) The product is: [CH3:51][O:52][C:53](=[O:61])[C:54]1[CH:59]=[CH:58][CH:57]=[C:56]([N:47]2[CH2:48][CH2:49][C:44]3([O:50][CH2:41][CH2:42][O:43]3)[CH2:45][CH2:46]2)[CH:55]=1. Given the reactants CC(C1C=C(C(C)C)C(C2C=CC=CC=2P(C2CCCCC2)C2CCCCC2)=C(C(C)C)C=1)C.C(=O)([O-])[O-].[Cs+].[Cs+].[CH2:41]1[O:50][C:44]2([CH2:49][CH2:48][NH:47][CH2:46][CH2:45]2)[O:43][CH2:42]1.[CH3:51][O:52][C:53](=[O:61])[C:54]1[CH:59]=[CH:58][CH:57]=[C:56](Br)[CH:55]=1, predict the reaction product. (3) Given the reactants [N:1]1[C:10]2C(=C[CH:7]=[CH:8][CH:9]=2)C=CC=1.[Br-:11].[CH3:12][O:13][N:14]=[C:15]([C:23]1[CH:28]=[CH:27][C:26](C)=[CH:25][CH:24]=1)[CH2:16][N+:17]1[CH:22]=[CH:21][CH:20]=[CH:19][CH:18]=1, predict the reaction product. The product is: [Br-:11].[CH3:12][O:13][N:14]=[C:15]([C:23]1[CH:24]=[CH:25][C:26]([N:1]2[CH2:7][CH2:8][CH2:9][CH2:10]2)=[CH:27][CH:28]=1)[CH2:16][N+:17]1[C:18]2[C:19](=[CH:7][CH:8]=[CH:9][CH:10]=2)[CH:20]=[CH:21][CH:22]=1. (4) Given the reactants [CH3:1][O:2][C:3]1[CH:10]=[CH:9][C:6]([CH2:7]O)=[CH:5][CH:4]=1.[BrH:11], predict the reaction product. The product is: [CH3:1][O:2][C:3]1[CH:10]=[CH:9][C:6]([CH2:7][Br:11])=[CH:5][CH:4]=1. (5) Given the reactants [N:1]1([C:7]2[CH:12]=[CH:11][C:10]([S:13]([NH:16][C:17]3[S:18][CH:19]=[CH:20][N:21]=3)(=[O:15])=[O:14])=[CH:9][CH:8]=2)[CH2:6][CH2:5][NH:4][CH2:3][CH2:2]1.[F:22][C:23]1[CH:31]=[CH:30][CH:29]=[C:28]2[C:24]=1[CH:25]=[CH:26][N:27]2[C@H:32]([CH3:36])[C:33](O)=[O:34].CN([P+](ON1N=NC2C=CC=CC1=2)(N(C)C)N(C)C)C.F[P-](F)(F)(F)(F)F.C(N(CC)CC)C, predict the reaction product. The product is: [F:22][C:23]1[CH:31]=[CH:30][CH:29]=[C:28]2[C:24]=1[CH:25]=[CH:26][N:27]2[C@H:32]([CH3:36])[C:33]([N:4]1[CH2:3][CH2:2][N:1]([C:7]2[CH:12]=[CH:11][C:10]([S:13]([NH:16][C:17]3[S:18][CH:19]=[CH:20][N:21]=3)(=[O:14])=[O:15])=[CH:9][CH:8]=2)[CH2:6][CH2:5]1)=[O:34]. (6) Given the reactants [CH3:1][O:2][C:3](=[O:17])[C:4]([CH3:16])=[CH:5][C:6]1[CH:11]=[CH:10][CH:9]=[C:8]([C:12]([NH2:15])([CH3:14])[CH3:13])[CH:7]=1.[Mg], predict the reaction product. The product is: [CH3:1][O:2][C:3](=[O:17])[CH:4]([CH3:16])[CH2:5][C:6]1[CH:11]=[CH:10][CH:9]=[C:8]([C:12]([NH2:15])([CH3:13])[CH3:14])[CH:7]=1.